Dataset: TCR-epitope binding with 47,182 pairs between 192 epitopes and 23,139 TCRs. Task: Binary Classification. Given a T-cell receptor sequence (or CDR3 region) and an epitope sequence, predict whether binding occurs between them. (1) The epitope is TPINLVRDL. The TCR CDR3 sequence is CASSSHPSDQPQHF. Result: 1 (the TCR binds to the epitope). (2) The epitope is EILDITPCSF. The TCR CDR3 sequence is CSVVRTSGSYEQYF. Result: 1 (the TCR binds to the epitope).